From a dataset of Forward reaction prediction with 1.9M reactions from USPTO patents (1976-2016). Predict the product of the given reaction. (1) The product is: [CH3:18][O:17][CH2:16][CH2:15][NH:14][C:12]([C:9]1[CH:8]=[CH:7][C:6]2[C:11](=[C:2]([C:21]3[CH:20]=[N:19][CH:24]=[CH:23][CH:22]=3)[CH:3]=[N:4][CH:5]=2)[N:10]=1)=[O:13]. Given the reactants Br[C:2]1[CH:3]=[N:4][CH:5]=[C:6]2[C:11]=1[N:10]=[C:9]([C:12]([NH:14][CH2:15][CH2:16][O:17][CH3:18])=[O:13])[CH:8]=[CH:7]2.[N:19]1[CH:24]=[CH:23][CH:22]=[C:21](B(O)O)[CH:20]=1.C(=O)([O-])[O-].[Cs+].[Cs+], predict the reaction product. (2) Given the reactants [Cl:1][C:2]1[CH:7]=[C:6]([O:8][C:9]2[CH:14]=[CH:13][C:12]([Cl:15])=[CH:11][CH:10]=2)[CH:5]=[CH:4][C:3]=1[C:16]1([CH3:19])[CH2:18][O:17]1.[NH:20]1[CH:24]=[N:23][CH:22]=[N:21]1.[OH-].[Na+], predict the reaction product. The product is: [Cl:1][C:2]1[CH:7]=[C:6]([O:8][C:9]2[CH:14]=[CH:13][C:12]([Cl:15])=[CH:11][CH:10]=2)[CH:5]=[CH:4][C:3]=1[C:16]([OH:17])([CH3:19])[CH2:18][N:20]1[CH:24]=[N:23][CH:22]=[N:21]1. (3) The product is: [Cl:1][C:2]1[N:7]=[C:6]([C:8]2[CH:9]=[C:15]3[CH:16]=[CH:17][CH:18]=[CH:19][N:14]3[N:13]=2)[C:5]([O:10][CH3:11])=[CH:4][CH:3]=1. Given the reactants [Cl:1][C:2]1[N:7]=[C:6]([C:8]#[CH:9])[C:5]([O:10][CH3:11])=[CH:4][CH:3]=1.[I-].[NH2:13][N+:14]1[CH:19]=[CH:18][CH:17]=[CH:16][CH:15]=1.C1CCN2C(=NCCC2)CC1.O, predict the reaction product. (4) Given the reactants [CH2:1]([O:3][C:4](=[O:27])[C:5]1[CH:10]=[CH:9][C:8]([N:11]2[CH:15]=[C:14]([C:16]3[CH:21]=[CH:20][CH:19]=[CH:18][CH:17]=3)[C:13]([C:22]#[N:23])=[CH:12]2)=[CH:7][C:6]=1[N+:24]([O-])=O)[CH3:2].CO, predict the reaction product. The product is: [CH2:1]([O:3][C:4](=[O:27])[C:5]1[CH:10]=[CH:9][C:8]([N:11]2[CH:15]=[C:14]([C:16]3[CH:21]=[CH:20][CH:19]=[CH:18][CH:17]=3)[C:13]([C:22]#[N:23])=[CH:12]2)=[CH:7][C:6]=1[NH2:24])[CH3:2]. (5) Given the reactants N[C:2]1[CH:7]=[CH:6][C:5]([N:8]2[CH2:13][CH2:12][CH:11]([N:14]([CH3:18])[C:15](=[O:17])[CH3:16])[CH2:10][CH2:9]2)=[CH:4][CH:3]=1.N([O-])=O.[Na+].[OH-].[Na+].[BrH:25], predict the reaction product. The product is: [Br:25][C:2]1[CH:7]=[CH:6][C:5]([N:8]2[CH2:13][CH2:12][CH:11]([N:14]([CH3:18])[C:15](=[O:17])[CH3:16])[CH2:10][CH2:9]2)=[CH:4][CH:3]=1. (6) Given the reactants [F:1][C:2]([F:39])([F:38])[C:3]1[CH:4]=[C:5]([CH:31]=[C:32]([C:34]([F:37])([F:36])[F:35])[CH:33]=1)[CH2:6][N:7]([CH2:14][C:15]1[C:16]([N:22]([CH2:25][CH:26]2[CH2:30][CH2:29][CH2:28][CH2:27]2)[CH2:23][CH3:24])=[N:17][CH:18]=[C:19](Br)[CH:20]=1)[C:8]1[N:9]=[N:10][N:11]([CH3:13])[N:12]=1.CC(C)([O-])C.[Na+].[CH2:46]([NH2:50])[CH:47]([CH3:49])[CH3:48].C1(P(C2C=CC=CC=2)C2C=CC3C(=CC=CC=3)C=2C2C3C(=CC=CC=3)C=CC=2P(C2C=CC=CC=2)C2C=CC=CC=2)C=CC=CC=1, predict the reaction product. The product is: [F:1][C:2]([F:39])([F:38])[C:3]1[CH:4]=[C:5]([CH:31]=[C:32]([C:34]([F:37])([F:36])[F:35])[CH:33]=1)[CH2:6][N:7]([CH2:14][C:15]1[C:16]([N:22]([CH2:25][CH:26]2[CH2:30][CH2:29][CH2:28][CH2:27]2)[CH2:23][CH3:24])=[N:17][CH:18]=[C:19]([NH:50][CH2:46][CH:47]([CH3:49])[CH3:48])[CH:20]=1)[C:8]1[N:9]=[N:10][N:11]([CH3:13])[N:12]=1. (7) Given the reactants [N+:1]([C:4]1[CH:9]=[CH:8][C:7]([N:10]2[CH:15]=[CH:14][CH:13]=[C:12]([CH:16]=[CH2:17])[C:11]2=[O:18])=[C:6](/[CH:19]=[CH:20]/[CH3:21])[CH:5]=1)([O-:3])=[O:2].C12BC(CCC1)CCC2.[OH-:31].[Na+].OO, predict the reaction product. The product is: [OH:31][CH2:17][CH2:16][C:12]1[C:11](=[O:18])[N:10]([C:7]2[CH:8]=[CH:9][C:4]([N+:1]([O-:3])=[O:2])=[CH:5][C:6]=2/[CH:19]=[CH:20]/[CH3:21])[CH:15]=[CH:14][CH:13]=1. (8) Given the reactants [C:1]1([C:7]2[N:8]=[N:9][NH:10][N:11]=2)[CH:6]=[CH:5][CH:4]=[CH:3][CH:2]=1.[N:12]1[CH:17]=[CH:16][CH:15]=[CH:14][C:13]=1[C:18]#[C:19][CH2:20][CH2:21]O.C1(P(C2C=CC=CC=2)C2C=CC=CC=2)C=CC=CC=1, predict the reaction product. The product is: [C:1]1([C:7]2[N:8]=[N:9][N:10]([CH2:21][CH2:20][C:19]#[C:18][C:13]3[CH:14]=[CH:15][CH:16]=[CH:17][N:12]=3)[N:11]=2)[CH:2]=[CH:3][CH:4]=[CH:5][CH:6]=1.